This data is from Full USPTO retrosynthesis dataset with 1.9M reactions from patents (1976-2016). The task is: Predict the reactants needed to synthesize the given product. (1) Given the product [CH2:1]([O:8][N:9]1[C:14]2[N:15]=[CH:16][N:17]=[CH:18][C:13]=2[C:12]([OH:19])=[C:11]([CH:21]=[O:22])[C:10]1=[O:20])[C:2]1[CH:3]=[CH:4][CH:5]=[CH:6][CH:7]=1, predict the reactants needed to synthesize it. The reactants are: [CH2:1]([O:8][N:9]1[C:14]2[N:15]=[CH:16][N:17]=[CH:18][C:13]=2[C:12]([OH:19])=[CH:11][C:10]1=[O:20])[C:2]1[CH:7]=[CH:6][CH:5]=[CH:4][CH:3]=1.[CH3:21][O:22]C(OC)N(C)C. (2) Given the product [Cl:1][C:2]1[C:6](=[O:7])[N:5]([C:8]2[CH:12]=[C:11]([C:13]([CH3:18])([CH3:17])[C:14]([NH2:23])=[O:15])[O:10][N:9]=2)[CH:4]([OH:19])[C:3]=1[CH3:20], predict the reactants needed to synthesize it. The reactants are: [Cl:1][C:2]1[C:6](=[O:7])[N:5]([C:8]2[CH:12]=[C:11]([C:13]([CH3:18])([CH3:17])[C:14](O)=[O:15])[O:10][N:9]=2)[CH:4]([OH:19])[C:3]=1[CH3:20].Cl.C[N:23](C)CCCN=C=NCC.C(N(CC)C(C)C)(C)C. (3) The reactants are: [OH:1][C:2]1[C:7]([OH:8])=[CH:6][N:5]=[C:4]([C:9]([OH:11])=[O:10])[CH:3]=1.[CH2:12](O)[CH3:13]. Given the product [CH2:12]([O:10][C:9]([C:4]1[CH:3]=[C:2]([OH:1])[C:7]([OH:8])=[CH:6][N:5]=1)=[O:11])[CH3:13], predict the reactants needed to synthesize it. (4) Given the product [CH:33]1([NH:39][C:40](=[O:49])[O:41][CH2:42][C:43]2[S:47][C:46]([C:20]3[CH:19]=[CH:18][C:17]([C:16]([NH:15][C:10]4[CH:11]=[CH:12][CH:13]=[CH:14][C:9]=4[NH:8][C:6]([O:5][C:1]([CH3:4])([CH3:3])[CH3:2])=[O:7])=[O:32])=[CH:22][CH:21]=3)=[N:45][CH:44]=2)[CH2:38][CH2:37][CH2:36][CH2:35][CH2:34]1, predict the reactants needed to synthesize it. The reactants are: [C:1]([O:5][C:6]([NH:8][C:9]1[CH:14]=[CH:13][CH:12]=[CH:11][C:10]=1[NH:15][C:16](=[O:32])[C:17]1[CH:22]=[CH:21][C:20](B2OC(C)(C)C(C)(C)O2)=[CH:19][CH:18]=1)=[O:7])([CH3:4])([CH3:3])[CH3:2].[CH:33]1([NH:39][C:40](=[O:49])[O:41][CH2:42][C:43]2[S:47][C:46](Cl)=[N:45][CH:44]=2)[CH2:38][CH2:37][CH2:36][CH2:35][CH2:34]1. (5) Given the product [CH:38]1([CH2:41][N:42]([CH2:43][CH2:44][CH3:45])[C:2]2[N:7]=[CH:6][N:5]=[C:4]([C:8]([NH:10][C:11]3[CH:16]=[CH:15][C:14]([S:17]([NH:20][CH2:21][CH2:22][C:23]([O:25][C:26]([CH3:29])([CH3:28])[CH3:27])=[O:24])(=[O:19])=[O:18])=[CH:13][C:12]=3[CH3:30])=[O:9])[CH:3]=2)[CH2:40][CH2:39]1, predict the reactants needed to synthesize it. The reactants are: Cl[C:2]1[N:7]=[CH:6][N:5]=[C:4]([C:8]([NH:10][C:11]2[CH:16]=[CH:15][C:14]([S:17]([NH:20][CH2:21][CH2:22][C:23]([O:25][C:26]([CH3:29])([CH3:28])[CH3:27])=[O:24])(=[O:19])=[O:18])=[CH:13][C:12]=2[CH3:30])=[O:9])[CH:3]=1.C(NC(C)C)(C)C.[CH:38]1([CH2:41][NH:42][CH2:43][CH2:44][CH3:45])[CH2:40][CH2:39]1. (6) Given the product [NH2:11][C:12]1[C:13]2[CH:28]=[C:6]([CH:7]([OH:10])[CH2:8][OH:3])[S:26][C:14]=2[N:15]=[C:16]([C:18]2[CH:19]=[C:20]([CH:23]=[CH:24][CH:25]=2)[C:21]#[N:22])[N:17]=1, predict the reactants needed to synthesize it. The reactants are: CS(N)(=O)=[O:3].[CH3:6][C:7]([OH:10])(C)[CH3:8].[NH2:11][C:12]1[C:13]2[CH:28]=C(C=C)[S:26][C:14]=2[N:15]=[C:16]([C:18]2[CH:19]=[C:20]([CH:23]=[CH:24][CH:25]=2)[C:21]#[N:22])[N:17]=1.S([O-])([O-])=O.[Na+].[Na+]. (7) The reactants are: [CH3:1][O:2][C:3](=[O:41])[CH:4]=[CH:5][CH:6]([NH:26][C:27](=[O:40])[CH2:28][CH2:29][CH2:30][CH2:31][CH2:32][CH2:33][C:34]1[CH:39]=[CH:38][CH:37]=[CH:36][CH:35]=1)[CH2:7][C:8]1[C:16]2[C:11](=[CH:12][CH:13]=[CH:14][CH:15]=2)[N:10]([CH2:17][CH:18]=[CH:19][C:20]2[CH:25]=[CH:24][CH:23]=[CH:22][CH:21]=2)[CH:9]=1. Given the product [CH3:1][O:2][C:3](=[O:41])[CH2:4][CH2:5][C@H:6]([NH:26][C:27](=[O:40])[CH2:28][CH2:29][CH2:30][CH2:31][CH2:32][CH2:33][C:34]1[CH:35]=[CH:36][CH:37]=[CH:38][CH:39]=1)[CH2:7][C:8]1[C:16]2[C:11](=[CH:12][CH:13]=[CH:14][CH:15]=2)[N:10]([CH2:17][CH2:18][CH2:19][C:20]2[CH:21]=[CH:22][CH:23]=[CH:24][CH:25]=2)[CH:9]=1, predict the reactants needed to synthesize it.